From a dataset of Catalyst prediction with 721,799 reactions and 888 catalyst types from USPTO. Predict which catalyst facilitates the given reaction. Reactant: [Cl:1][C:2]1[N:10]=[C:9]2[C:5]([N:6]=[CH:7][N:8]2[CH:11]([CH3:13])[CH3:12])=[C:4](Cl)[N:3]=1.[CH3:15][O:16][C:17]1[CH:24]=[CH:23][C:20]([CH2:21][NH2:22])=[CH:19][CH:18]=1. Product: [Cl:1][C:2]1[N:10]=[C:9]2[C:5]([N:6]=[CH:7][N:8]2[CH:11]([CH3:13])[CH3:12])=[C:4]([NH:22][CH2:21][C:20]2[CH:23]=[CH:24][C:17]([O:16][CH3:15])=[CH:18][CH:19]=2)[N:3]=1. The catalyst class is: 66.